From a dataset of Reaction yield outcomes from USPTO patents with 853,638 reactions. Predict the reaction yield, written as a fraction of the theoretical maximum amount of product (1.0 means a 100% yield; for example, 0.34 means a 34% yield). (1) The reactants are Br[C:2]1[CH:3]=[C:4]2[C:8](=[CH:9][CH:10]=1)[C:7](=[O:11])[CH2:6][CH2:5]2.C([O-])([O-])=O.[K+].[K+].[C:18]1(C)C=CC=C[CH:19]=1. The catalyst is C1C=CC([P]([Pd]([P](C2C=CC=CC=2)(C2C=CC=CC=2)C2C=CC=CC=2)([P](C2C=CC=CC=2)(C2C=CC=CC=2)C2C=CC=CC=2)[P](C2C=CC=CC=2)(C2C=CC=CC=2)C2C=CC=CC=2)(C2C=CC=CC=2)C2C=CC=CC=2)=CC=1. The product is [CH:18]([C:2]1[CH:3]=[C:4]2[C:8](=[CH:9][CH:10]=1)[C:7](=[O:11])[CH2:6][CH2:5]2)=[CH2:19]. The yield is 0.480. (2) The product is [C:3]([NH:7][S:8]([C:11]1[CH:16]=[C:15]([O:17][CH3:18])[CH:14]=[CH:13][C:12]=1[S:19]([NH2:2])(=[O:21])=[O:20])(=[O:10])=[O:9])([CH3:6])([CH3:5])[CH3:4]. The catalyst is O1CCCC1. The yield is 1.00. The reactants are [OH-].[NH4+:2].[C:3]([NH:7][S:8]([C:11]1[CH:16]=[C:15]([O:17][CH3:18])[CH:14]=[CH:13][C:12]=1[S:19](Cl)(=[O:21])=[O:20])(=[O:10])=[O:9])([CH3:6])([CH3:5])[CH3:4]. (3) The reactants are [Cl:1][C:2]1[C:3]([N:10]2[CH2:15][CH2:14][C@@H:13]([O:16][C:17]3[CH:22]=[CH:21][C:20]([NH:23][CH2:24][C@H:25]([O:35][CH2:36][CH2:37][CH2:38][O:39][CH3:40])[C@@H:26]([CH3:34])/[CH:27]=[CH:28]\[C:29]([O:31][CH2:32][CH3:33])=[O:30])=[CH:19][CH:18]=3)[C@H:12]([CH3:41])[CH2:11]2)=[CH:4][C:5]([O:8][CH3:9])=[N:6][CH:7]=1.CC([O-])(C)C.[Na+]. The catalyst is C1COCC1. The product is [Cl:1][C:2]1[C:3]([N:10]2[CH2:15][CH2:14][C@@H:13]([O:16][C:17]3[CH:18]=[CH:19][C:20]([N:23]4[CH2:24][C@H:25]([O:35][CH2:36][CH2:37][CH2:38][O:39][CH3:40])[C@@H:26]([CH3:34])[C@@H:27]4[CH2:28][C:29]([O:31][CH2:32][CH3:33])=[O:30])=[CH:21][CH:22]=3)[C@H:12]([CH3:41])[CH2:11]2)=[CH:4][C:5]([O:8][CH3:9])=[N:6][CH:7]=1. The yield is 0.730. (4) The reactants are C(OC(=O)NC(=N)C1C=CC(CNC([C@H]2N3C(=O)C([NH:28][S:29]([CH3:32])(=[O:31])=[O:30])=CN=C3CC2)=O)=CC=1)(C)(C)C.C(OC(=O)NC([C:45]1[CH:50]=[CH:49][C:48]([CH2:51]NC([C@H]2N3C(=O)C(N(CC)CC)=CN=C3CC2)=O)=[CH:47][CH:46]=1)=N)(C)(C)C.[C:71](OC(=O)N)(C)(C)[CH3:72]. No catalyst specified. The product is [C:32]1([S:29]([NH2:28])(=[O:30])=[O:31])[C:47]2[C:48](=[CH:49][CH:50]=[CH:45][CH:46]=2)[CH:51]=[CH:72][CH:71]=1. The yield is 0.300. (5) The reactants are [NH:1]1[CH2:4][CH:3]([C:5]([O:7][C:8]([CH3:11])([CH3:10])[CH3:9])=[O:6])[CH2:2]1.CCN(C(C)C)C(C)C.[Br:21][C:22]1[CH:23]=[N:24][C:25]([C:28]2[CH:33]=[CH:32][C:31]([CH2:34][C@H:35]([NH:39][C:40]([C:42]3[S:43][C:44]([C:47]([CH3:50])([CH3:49])[CH3:48])=[CH:45][CH:46]=3)=[O:41])[C:36](O)=[O:37])=[CH:30][CH:29]=2)=[N:26][CH:27]=1.CN(C(ON1N=NC2C=CC=NC1=2)=[N+](C)C)C.F[P-](F)(F)(F)(F)F. The catalyst is CN(C=O)C. The product is [Br:21][C:22]1[CH:27]=[N:26][C:25]([C:28]2[CH:29]=[CH:30][C:31]([CH2:34][C@H:35]([NH:39][C:40]([C:42]3[S:43][C:44]([C:47]([CH3:50])([CH3:49])[CH3:48])=[CH:45][CH:46]=3)=[O:41])[C:36]([N:1]3[CH2:2][CH:3]([C:5]([O:7][C:8]([CH3:11])([CH3:10])[CH3:9])=[O:6])[CH2:4]3)=[O:37])=[CH:32][CH:33]=2)=[N:24][CH:23]=1. The yield is 0.850. (6) The reactants are [C:1]1([CH:8]=[CH:7][C:5]([OH:6])=[CH:4][CH:3]=1)[OH:2].Br[CH2:10][CH:11]([CH2:16][CH3:17])[CH2:12][CH2:13][CH2:14][CH3:15].[OH-].[K+].[CH2:20]([CH:22]([CH2:25][CH2:26][CH2:27][CH3:28])[CH2:23]O)[CH3:21]. The catalyst is O. The product is [CH2:16]([CH:11]([CH2:12][CH2:13][CH2:14][CH3:15])[CH2:10][O:2][C:1]1[CH:8]=[CH:7][C:5]([O:6][CH2:23][CH:22]([CH2:20][CH3:21])[CH2:25][CH2:26][CH2:27][CH3:28])=[CH:4][CH:3]=1)[CH3:17]. The yield is 0.420.